From a dataset of Reaction yield outcomes from USPTO patents with 853,638 reactions. Predict the reaction yield, written as a fraction of the theoretical maximum amount of product (1.0 means a 100% yield; for example, 0.34 means a 34% yield). The reactants are [Cl:1][C:2]1[CH:10]=[CH:9][C:5]([C:6]([OH:8])=O)=[C:4]([O:11][CH3:12])[CH:3]=1.[C:13]([O:17][C:18]([CH3:21])([CH3:20])[CH3:19])(=[O:16])[NH:14][NH2:15].CCN=C=NCCCN(C)C.Cl.C(N(CC)CC)C. The catalyst is C(Cl)Cl.CCOC(C)=O. The product is [Cl:1][C:2]1[CH:10]=[CH:9][C:5]([C:6]([NH:15][NH:14][C:13]([O:17][C:18]([CH3:21])([CH3:20])[CH3:19])=[O:16])=[O:8])=[C:4]([O:11][CH3:12])[CH:3]=1. The yield is 0.870.